From a dataset of Full USPTO retrosynthesis dataset with 1.9M reactions from patents (1976-2016). Predict the reactants needed to synthesize the given product. (1) Given the product [CH2:32]([N:17]([CH2:16][CH2:15][C:13]1[CH:12]=[N:11][N:10]([C:7]2[CH:6]=[CH:5][C:4]([F:3])=[CH:9][N:8]=2)[CH:14]=1)[C:18](=[O:31])[C:19]1[CH:24]=[C:23]([CH3:25])[CH:22]=[CH:21][C:20]=1[N:26]1[N:30]=[CH:29][CH:28]=[N:27]1)[CH3:33], predict the reactants needed to synthesize it. The reactants are: [H-].[Na+].[F:3][C:4]1[CH:5]=[CH:6][C:7]([N:10]2[CH:14]=[C:13]([CH2:15][CH2:16][NH:17][C:18](=[O:31])[C:19]3[CH:24]=[C:23]([CH3:25])[CH:22]=[CH:21][C:20]=3[N:26]3[N:30]=[CH:29][CH:28]=[N:27]3)[CH:12]=[N:11]2)=[N:8][CH:9]=1.[CH2:32](I)[CH3:33].O. (2) Given the product [Cl:1][C:2]1[CH:3]=[C:4]([CH2:11][CH2:10][CH:9]=[O:12])[CH:5]=[CH:6][CH:7]=1, predict the reactants needed to synthesize it. The reactants are: [Cl:1][C:2]1[CH:7]=[CH:6][CH:5]=[C:4](I)[CH:3]=1.[CH2:9]([OH:12])[CH:10]=[CH2:11].C(=O)(O)[O-].[Na+]. (3) The reactants are: [CH3:1][C@@H:2]1[N:13]([C:14]([O:16][C:17]([CH3:20])([CH3:19])[CH3:18])=[O:15])[CH2:12][CH2:11][C@@:4]2([NH:8][S:7](=[O:10])(=[O:9])[CH:6]=[CH:5]2)[CH2:3]1.FC1C=C(N2[C@@]3(CCN(C(OCC4C=CC=CC=4)=O)[C@@H](C)C3)C=CS2(=O)=O)C=CC=1. Given the product [CH3:1][C@@H:2]1[N:13]([C:14]([O:16][C:17]([CH3:18])([CH3:20])[CH3:19])=[O:15])[CH2:12][CH2:11][C@@:4]2([NH:8][S:7](=[O:9])(=[O:10])[CH2:6][CH2:5]2)[CH2:3]1, predict the reactants needed to synthesize it. (4) Given the product [C:1]([C:3]1[CH:4]=[C:5]([N:10]([CH2:23][C:22]2[CH:25]=[CH:26][CH:27]=[C:20]([O:19][C:18]([F:17])([F:28])[F:29])[CH:21]=2)[C:11](=[O:16])[CH2:12][CH2:13][CH2:14][CH3:15])[CH:6]=[C:7]([F:9])[CH:8]=1)#[N:2], predict the reactants needed to synthesize it. The reactants are: [C:1]([C:3]1[CH:4]=[C:5]([NH:10][C:11](=[O:16])[CH2:12][CH2:13][CH2:14][CH3:15])[CH:6]=[C:7]([F:9])[CH:8]=1)#[N:2].[F:17][C:18]([F:29])([F:28])[O:19][C:20]1[CH:21]=[C:22]([CH:25]=[CH:26][CH:27]=1)[CH2:23]Br. (5) Given the product [F:1][C:2]1[CH:3]=[C:4]([C@@H:8]2[N:12]([C:13]3[CH:18]=[CH:17][N:16]4[N:19]=[CH:20][C:21]([C:22]([OH:24])=[O:23])=[C:15]4[N:14]=3)[C@@:11]([CH2:28][OH:29])([CH3:27])[CH2:10][CH2:9]2)[CH:5]=[N:6][CH:7]=1, predict the reactants needed to synthesize it. The reactants are: [F:1][C:2]1[CH:3]=[C:4]([C@@H:8]2[N:12]([C:13]3[CH:18]=[CH:17][N:16]4[N:19]=[CH:20][C:21]([C:22]([O:24]CC)=[O:23])=[C:15]4[N:14]=3)[C@@:11]([CH2:28][OH:29])([CH3:27])[CH2:10][CH2:9]2)[CH:5]=[N:6][CH:7]=1.[OH-].[Na+].Cl. (6) Given the product [CH3:9][C:5]1[C:6]([NH2:8])=[N:7][C:2]([NH:23][C:20]2[CH:19]=[CH:18][C:17]([CH2:16][N:10]3[CH2:11][CH2:12][O:13][CH2:14][CH2:15]3)=[CH:22][CH:21]=2)=[N:3][CH:4]=1, predict the reactants needed to synthesize it. The reactants are: Cl[C:2]1[N:7]=[C:6]([NH2:8])[C:5]([CH3:9])=[CH:4][N:3]=1.[N:10]1([CH2:16][C:17]2[CH:22]=[CH:21][C:20]([NH2:23])=[CH:19][CH:18]=2)[CH2:15][CH2:14][O:13][CH2:12][CH2:11]1. (7) Given the product [N:8]1([CH2:2][C:3]([O:5][CH2:6][CH3:7])=[O:4])[CH2:13][CH2:12][CH2:11][CH2:10][CH2:9]1, predict the reactants needed to synthesize it. The reactants are: Br[CH2:2][C:3]([O:5][CH2:6][CH3:7])=[O:4].[NH:8]1[CH2:13][CH2:12][CH2:11][CH2:10][CH2:9]1.C(N(CC)CC)C.